This data is from NCI-60 drug combinations with 297,098 pairs across 59 cell lines. The task is: Regression. Given two drug SMILES strings and cell line genomic features, predict the synergy score measuring deviation from expected non-interaction effect. (1) Drug 1: COC1=C2C(=CC3=C1OC=C3)C=CC(=O)O2. Drug 2: N.N.Cl[Pt+2]Cl. Cell line: MOLT-4. Synergy scores: CSS=50.5, Synergy_ZIP=-0.726, Synergy_Bliss=-0.477, Synergy_Loewe=-16.2, Synergy_HSA=-0.438. (2) Drug 1: COC1=CC(=CC(=C1O)OC)C2C3C(COC3=O)C(C4=CC5=C(C=C24)OCO5)OC6C(C(C7C(O6)COC(O7)C8=CC=CS8)O)O. Drug 2: CCC(=C(C1=CC=CC=C1)C2=CC=C(C=C2)OCCN(C)C)C3=CC=CC=C3.C(C(=O)O)C(CC(=O)O)(C(=O)O)O. Cell line: HCT116. Synergy scores: CSS=49.2, Synergy_ZIP=1.52, Synergy_Bliss=1.85, Synergy_Loewe=-15.3, Synergy_HSA=1.58.